From a dataset of Full USPTO retrosynthesis dataset with 1.9M reactions from patents (1976-2016). Predict the reactants needed to synthesize the given product. (1) Given the product [CH3:12][O:11][C:9]([CH2:8][C:5]1[CH:6]=[CH:7][C:2]([S:19][C:18]2[CH:20]=[CH:21][CH:22]=[CH:23][C:17]=2[C:16]([OH:25])=[O:24])=[C:3]([N+:13]([O-:15])=[O:14])[CH:4]=1)=[O:10], predict the reactants needed to synthesize it. The reactants are: Br[C:2]1[CH:7]=[CH:6][C:5]([CH2:8][C:9]([O:11][CH3:12])=[O:10])=[CH:4][C:3]=1[N+:13]([O-:15])=[O:14].[C:16]([OH:25])(=[O:24])[C:17]1[C:18](=[CH:20][CH:21]=[CH:22][CH:23]=1)[SH:19]. (2) Given the product [F:13][C:14]1[CH:15]=[C:16]([C:7]2[CH:8]=[C:9]3[C:4](=[CH:5][CH:6]=2)[CH:3]=[C:2]([OH:1])[CH:11]=[CH:10]3)[CH:17]=[C:18]([F:21])[C:19]=1[F:20], predict the reactants needed to synthesize it. The reactants are: [OH:1][C:2]1[CH:3]=[C:4]2[C:9](=[CH:10][CH:11]=1)[CH:8]=[C:7](Br)[CH:6]=[CH:5]2.[F:13][C:14]1[CH:15]=[C:16](B(O)O)[CH:17]=[C:18]([F:21])[C:19]=1[F:20].C([O-])([O-])=O.[K+].[K+]. (3) Given the product [NH:24]1[CH2:25][CH2:26][CH:21]([CH:10]2[C:9]3[CH:8]=[CH:7][C:6]([C:21]4[CH:26]=[CH:25][N:24]=[CH:23][CH:22]=4)=[CH:19][C:18]=3[O:17][C:16]3[C:11]2=[CH:12][CH:13]=[CH:14][CH:15]=3)[CH2:22][CH2:23]1, predict the reactants needed to synthesize it. The reactants are: C(NC([C:6]1[CH:7]=[CH:8][C:9]2[C:10](=[C:21]3[CH2:26][CH2:25][N:24](C(=O)C(F)(F)F)[CH2:23][CH2:22]3)[C:11]3[C:16]([O:17][C:18]=2[CH:19]=1)=[C:15](O)[CH:14]=[CH:13][CH:12]=3)=O)C.[OH-].[Na+].C(=O)([O-])[O-].[K+].[K+]. (4) Given the product [Cl:10][C:11]1[N:12]=[N+:13]([O-:6])[C:14]([Cl:17])=[CH:15][CH:16]=1, predict the reactants needed to synthesize it. The reactants are: C(O)(=[O:6])C(C)(C)C.OO.[Cl:10][C:11]1[N:12]=[N:13][C:14]([Cl:17])=[CH:15][CH:16]=1.C1(=O)OC(=O)C=C1.S([O-])([O-])=O.[Na+].[Na+]. (5) Given the product [CH2:1]([O:8][C:9]1[C:13]([O:14][CH2:15][C:16]2[CH:21]=[CH:20][CH:19]=[CH:18][CH:17]=2)=[C:12]([C:22](=[O:26])[N:23]([CH3:25])[CH3:24])[N:11]([C:27]2[CH:28]=[CH:29][C:30]([O:33][CH3:34])=[CH:31][CH:32]=2)[C:10]=1[C:35]([O:37][CH:52]([CH3:54])[CH3:53])=[O:36])[C:2]1[CH:3]=[CH:4][CH:5]=[CH:6][CH:7]=1, predict the reactants needed to synthesize it. The reactants are: [CH2:1]([O:8][C:9]1[C:13]([O:14][CH2:15][C:16]2[CH:21]=[CH:20][CH:19]=[CH:18][CH:17]=2)=[C:12]([C:22](=[O:26])[N:23]([CH3:25])[CH3:24])[N:11]([C:27]2[CH:32]=[CH:31][C:30]([O:33][CH3:34])=[CH:29][CH:28]=2)[C:10]=1[C:35]([O-:37])=[O:36])[C:2]1[CH:7]=[CH:6][CH:5]=[CH:4][CH:3]=1.C([NH+](CC)CC)C.C([O-])([O-])=O.[Cs+].[Cs+].Br[CH:52]([CH3:54])[CH3:53].